Dataset: Forward reaction prediction with 1.9M reactions from USPTO patents (1976-2016). Task: Predict the product of the given reaction. (1) Given the reactants C[O:2][C:3](=[O:32])[CH:4]([O:29][CH2:30][CH3:31])[CH2:5][C:6]1[C:11]2[CH:12]=[CH:13][O:14][C:10]=2[C:9]([O:15][CH2:16][C:17]2[N:18]=[C:19]([C:22]3[CH:27]=[CH:26][C:25]([Cl:28])=[CH:24][CH:23]=3)[S:20][CH:21]=2)=[CH:8][CH:7]=1.[Li+].[OH-], predict the reaction product. The product is: [Cl:28][C:25]1[CH:26]=[CH:27][C:22]([C:19]2[S:20][CH:21]=[C:17]([CH2:16][O:15][C:9]3[C:10]4[O:14][CH:13]=[CH:12][C:11]=4[C:6]([CH2:5][CH:4]([O:29][CH2:30][CH3:31])[C:3]([OH:32])=[O:2])=[CH:7][CH:8]=3)[N:18]=2)=[CH:23][CH:24]=1. (2) Given the reactants [CH3:1][CH:2]1[NH:7][CH2:6][CH2:5][N:4]([C:8]2[CH:13]=[CH:12][CH:11]=[CH:10][C:9]=2N)[CH2:3]1.S(=O)(=O)(O)O.N([O-])=O.[Na+].C([O-])(=O)C.[Na+].[Cl:29][C:30]1[CH:35]=[CH:34][C:33]([SH:36])=[CH:32][CH:31]=1, predict the reaction product. The product is: [Cl:29][C:30]1[CH:35]=[CH:34][C:33]([S:36][C:9]2[CH:10]=[CH:11][CH:12]=[CH:13][C:8]=2[N:4]2[CH2:5][CH2:6][NH:7][CH:2]([CH3:1])[CH2:3]2)=[CH:32][CH:31]=1. (3) Given the reactants [CH3:1][C:2]([C:4]1[C:13]2[O:12][CH2:11][CH2:10][N:9]([C:14]([O:16][C:17]([CH3:20])([CH3:19])[CH3:18])=[O:15])[CH2:8][C:7]=2[S:6][CH:5]=1)=[CH2:3], predict the reaction product. The product is: [CH3:3][CH:2]([C:4]1[C:13]2[O:12][CH2:11][CH2:10][N:9]([C:14]([O:16][C:17]([CH3:19])([CH3:18])[CH3:20])=[O:15])[CH2:8][C:7]=2[S:6][CH:5]=1)[CH3:1]. (4) Given the reactants [N:1]1([C:6]2[CH:11]=[CH:10][C:9]([CH2:12][NH2:13])=[CH:8][CH:7]=2)[CH2:5][CH2:4][CH2:3][CH2:2]1.[CH3:14][O:15][C:16]1[CH:23]=[CH:22][CH:21]=[C:20]([O:24][CH3:25])[C:17]=1[CH:18]=O, predict the reaction product. The product is: [CH3:14][O:15][C:16]1[CH:23]=[CH:22][CH:21]=[C:20]([O:24][CH3:25])[C:17]=1[CH:18]1[N:13]([CH2:12][C:9]2[CH:10]=[CH:11][C:6]([N:1]3[CH2:5][CH2:4][CH2:3][CH2:2]3)=[CH:7][CH:8]=2)[C:16](=[O:15])[CH2:17][CH2:20][CH2:21]1.